From a dataset of Retrosynthesis with 50K atom-mapped reactions and 10 reaction types from USPTO. Predict the reactants needed to synthesize the given product. (1) Given the product CCCCCC12CCC(c3nnc(-c4ccc(O)cc4C)n3C)(CC1)CC2, predict the reactants needed to synthesize it. The reactants are: CCCCCC12CCC(c3nnc(-c4ccc(OC)cc4C)n3C)(CC1)CC2. (2) Given the product CCOC(=O)Nc1ccc2c(c1)CN(c1cc(N3CCN(C)CC3)nc(N)n1)CC2, predict the reactants needed to synthesize it. The reactants are: CCOC(N)=O.CN1CCN(c2cc(N3CCc4ccc(Br)cc4C3)nc(N)n2)CC1.